This data is from Full USPTO retrosynthesis dataset with 1.9M reactions from patents (1976-2016). The task is: Predict the reactants needed to synthesize the given product. Given the product [Br:1][C:2]1[CH:3]=[CH:4][C:5]([OH:11])=[C:6]([CH:10]=1)[C:7]([NH:16][C:15]1[CH:17]=[C:18]([C:20]([F:21])([F:22])[F:23])[CH:19]=[C:13]([Br:12])[CH:14]=1)=[O:9], predict the reactants needed to synthesize it. The reactants are: [Br:1][C:2]1[CH:10]=[C:6]([C:7]([OH:9])=O)[C:5]([OH:11])=[CH:4][CH:3]=1.[Br:12][C:13]1[CH:14]=[C:15]([CH:17]=[C:18]([C:20]([F:23])([F:22])[F:21])[CH:19]=1)[NH2:16].